Dataset: Full USPTO retrosynthesis dataset with 1.9M reactions from patents (1976-2016). Task: Predict the reactants needed to synthesize the given product. (1) Given the product [Cl:26][C:19]1[C:20]([O:24][CH3:25])=[CH:21][CH:22]=[C:23]2[C:18]=1[N:17]=[C:16]([C:27]1[S:28][CH:29]=[C:30]([CH:32]([CH3:34])[CH3:33])[N:31]=1)[CH:15]=[C:14]2[O:13][C@@H:11]1[CH2:12][N:8]([C:6]([O:5][C:1]([CH3:3])([CH3:2])[CH3:4])=[O:7])[C@H:9]([C:35](=[O:37])[N:72]([CH2:73][CH2:74][CH2:75][CH2:76][CH:77]=[CH2:78])[CH3:71])[CH2:10]1, predict the reactants needed to synthesize it. The reactants are: [C:1]([O:5][C:6]([N:8]1[CH2:12][C@@H:11]([O:13][C:14]2[C:23]3[C:18](=[C:19]([Cl:26])[C:20]([O:24][CH3:25])=[CH:21][CH:22]=3)[N:17]=[C:16]([C:27]3[S:28][CH:29]=[C:30]([CH:32]([CH3:34])[CH3:33])[N:31]=3)[CH:15]=2)[CH2:10][C@H:9]1[C:35]([OH:37])=O)=[O:7])([CH3:4])([CH3:3])[CH3:2].F[B-](F)(F)F.N1(OC(N(C)C)=[N+](C)C)C2C=CC=CC=2N=N1.S(C1C=CC(C)=CC=1)(O)(=O)=O.[CH3:71][NH:72][CH2:73][CH2:74][CH2:75][CH2:76][CH:77]=[CH2:78].C(N(C(C)C)CC)(C)C. (2) Given the product [CH3:25][C:12]1[C:7]([C:39]2[CH:48]=[CH:47][C:46]3[O:45][CH2:44][CH2:43][CH2:42][C:41]=3[CH:40]=2)=[C:8]([CH:9]=[CH:10][C:11]=1[O:13][CH2:14][C:15]1[CH:20]=[CH:19][CH:18]=[CH:17][CH:16]=1)[CH:21]=[O:22], predict the reactants needed to synthesize it. The reactants are: FC(F)(F)S(O[C:7]1[CH:12]=[C:11]([O:13][CH2:14][C:15]2[CH:20]=[CH:19][CH:18]=[CH:17][CH:16]=2)[CH:10]=[CH:9][C:8]=1[CH:21]=[O:22])(=O)=O.[C:25](=O)([O-])[O-].[Na+].[Na+].CC1(C)C(C)(C)OB([C:39]2[CH:40]=[C:41]3[C:46](=[CH:47][CH:48]=2)[O:45][CH2:44][CH2:43][CH2:42]3)O1. (3) Given the product [CH2:1]([O:5][C:6]1[CH:10]=[C:9]([CH2:11][CH2:12][C:13]([NH:35][S:32]([CH2:27][CH2:28][CH2:29][CH2:30][CH3:31])(=[O:34])=[O:33])=[O:15])[N:8]([CH2:16][C:17]2[CH:18]=[CH:19][C:20]([C:23]([F:25])([F:24])[F:26])=[CH:21][CH:22]=2)[N:7]=1)[CH2:2][CH2:3][CH3:4], predict the reactants needed to synthesize it. The reactants are: [CH2:1]([O:5][C:6]1[CH:10]=[C:9]([CH2:11][CH2:12][C:13]([OH:15])=O)[N:8]([CH2:16][C:17]2[CH:22]=[CH:21][C:20]([C:23]([F:26])([F:25])[F:24])=[CH:19][CH:18]=2)[N:7]=1)[CH2:2][CH2:3][CH3:4].[CH2:27]([S:32]([NH2:35])(=[O:34])=[O:33])[CH2:28][CH2:29][CH2:30][CH3:31].N12CCCN=C1CCCCC2.